From a dataset of Full USPTO retrosynthesis dataset with 1.9M reactions from patents (1976-2016). Predict the reactants needed to synthesize the given product. (1) Given the product [CH3:1][O:2][C:3]1[CH:4]=[C:5]([CH2:6][OH:7])[CH:8]=[CH:9][C:10]=1[O:11][CH2:12][C:13]1[S:17][C:16]([C:18]2[CH:19]=[CH:20][CH:21]=[CH:22][CH:23]=2)=[N:15][C:14]=1[CH3:24], predict the reactants needed to synthesize it. The reactants are: [CH3:1][O:2][C:3]1[CH:4]=[C:5]([CH:8]=[CH:9][C:10]=1[O:11][CH2:12][C:13]1[S:17][C:16]([C:18]2[CH:23]=[CH:22][CH:21]=[CH:20][CH:19]=2)=[N:15][C:14]=1[CH3:24])[CH:6]=[O:7].C(O)C.[BH4-].[Na+].O. (2) Given the product [Br:6][C:7]1[CH:12]=[C:11]([F:13])[C:10]([NH:14][C:20](=[N:19][CH:16]([CH3:18])[CH3:17])[CH3:21])=[C:9]([F:15])[CH:8]=1, predict the reactants needed to synthesize it. The reactants are: P(Cl)(Cl)(Cl)=O.[Br:6][C:7]1[CH:12]=[C:11]([F:13])[C:10]([NH2:14])=[C:9]([F:15])[CH:8]=1.[CH:16]([NH:19][C:20](=O)[CH3:21])([CH3:18])[CH3:17].